From a dataset of Forward reaction prediction with 1.9M reactions from USPTO patents (1976-2016). Predict the product of the given reaction. (1) Given the reactants [C:1](/[CH:3]=[CH:4]/[S:5]([C:8]1[CH:13]=[CH:12][C:11]([C:14]([CH3:22])([CH3:21])[C:15]([NH:17][CH2:18][C:19]#[CH:20])=[O:16])=[CH:10][CH:9]=1)(=[O:7])=[O:6])#[N:2].C(=O)([O-])[O-], predict the reaction product. The product is: [CH3:21][C:14]([C:11]1[CH:12]=[CH:13][C:8]([S:5](/[CH:4]=[CH:3]/[C:1]#[N:2])(=[O:7])=[O:6])=[CH:9][CH:10]=1)([C:15]1[O:16][C:19]([CH3:20])=[CH:18][N:17]=1)[CH3:22]. (2) The product is: [CH3:15][O:14][C:12]1[CH:11]=[CH:10][N:9]=[C:8]([CH2:7][OH:6])[CH:13]=1. Given the reactants [OH-].[Na+].C([O:6][CH2:7][C:8]1[CH:13]=[C:12]([O:14][CH3:15])[CH:11]=[CH:10][N:9]=1)(=O)C.Cl, predict the reaction product. (3) Given the reactants [CH3:1][C@@H:2]1[N:25]([CH3:26])[CH2:24][C@:7]23[CH2:8][CH2:9][C@@H:10]4[C@@:15]5([CH3:23])[CH2:16][CH2:17][C@H:18]([N:20]([CH3:22])[CH3:21])[CH2:19][C:14]5=[CH:13][CH2:12][C@H:11]4[C@@H:6]2[CH2:5][CH2:4][C@H:3]13, predict the reaction product. The product is: [CH3:21][N:20]([CH3:22])[CH:18]1[CH2:19][CH:14]2[C:15]([CH3:23])([CH:10]3[CH:11]([CH2:12][CH2:13]2)[CH:6]2[CH2:5][CH2:4][CH:3]4[CH:2]([CH3:1])[N:25]([CH3:26])[CH2:24][C:7]24[CH2:8][CH2:9]3)[CH2:16][CH2:17]1. (4) Given the reactants [CH:1]([N:14]1[C:22]2[C:17](=[CH:18][C:19]([Cl:23])=[CH:20][CH:21]=2)[C:16]([CH2:24][CH2:25][S:26]([C:29]2C=CC(C3C=C(C=CC=3)C(OC)=O)=[CH:31][CH:30]=2)(=[O:28])=[O:27])=[C:15]1[CH2:45][CH2:46][NH:47][S:48]([CH2:51][C:52]1[CH:57]=[CH:56][CH:55]=[CH:54][C:53]=1[Cl:58])(=[O:50])=[O:49])([C:8]1[CH:13]=[CH:12][CH:11]=[CH:10][CH:9]=1)[C:2]1[CH:7]=[CH:6][CH:5]=[CH:4][CH:3]=1.[CH2:59]1[CH2:63][O:62][CH2:61][CH2:60]1.[OH-:64].[Na+], predict the reaction product. The product is: [CH:1]([N:14]1[C:22]2[C:17](=[CH:18][C:19]([Cl:23])=[CH:20][CH:21]=2)[C:16]([CH2:24][CH2:25][S:26]([C:29]2[CH:30]=[CH:31][C:60]([C:61]([OH:64])=[O:62])=[CH:59][CH:63]=2)(=[O:28])=[O:27])=[C:15]1[CH2:45][CH2:46][NH:47][S:48]([CH2:51][C:52]1[CH:57]=[CH:56][CH:55]=[CH:54][C:53]=1[Cl:58])(=[O:50])=[O:49])([C:8]1[CH:9]=[CH:10][CH:11]=[CH:12][CH:13]=1)[C:2]1[CH:7]=[CH:6][CH:5]=[CH:4][CH:3]=1. (5) Given the reactants Cl[CH2:2][CH2:3][N:4]1[C:12]2[C:7](=[CH:8][C:9]([O:13][CH3:14])=[CH:10][CH:11]=2)[C:6]([CH:15]=[O:16])=[C:5]1[C:17]1[C:18]([CH3:24])=[N:19][N:20]([CH3:23])[C:21]=1[CH3:22].[CH3:25][NH2:26].Cl, predict the reaction product. The product is: [CH3:14][O:13][C:9]1[CH:8]=[C:7]2[C:12](=[CH:11][CH:10]=1)[N:4]([CH2:3][CH2:2][NH:26][CH3:25])[C:5]([C:17]1[C:18]([CH3:24])=[N:19][N:20]([CH3:23])[C:21]=1[CH3:22])=[C:6]2[CH:15]=[O:16]. (6) Given the reactants [Cl:1][C:2]1[CH:30]=[CH:29][C:5]([C:6]([NH:8][C:9]2[CH:14]=[CH:13][C:12]([CH2:15][NH:16][C:17]3[C:26]4[C:21](=[CH:22][C:23]([I:27])=[CH:24][CH:25]=4)[N:20]=[C:19](Cl)[N:18]=3)=[CH:11][CH:10]=2)=[O:7])=[CH:4][N:3]=1.[ClH:31].[CH3:32][NH:33][CH3:34].O, predict the reaction product. The product is: [Cl:1][C:2]1[CH:30]=[CH:29][C:5]([C:6]([NH:8][C:9]2[CH:14]=[CH:13][C:12]([CH2:15][NH:16][C:17]3[C:26]4[C:21](=[CH:22][C:23]([I:27])=[CH:24][CH:25]=4)[N:20]=[C:19]([N:33]([CH3:34])[CH3:32])[N:18]=3)=[CH:11][CH:10]=2)=[O:7])=[CH:4][N:3]=1.[ClH:31]. (7) The product is: [NH2:1][C:2]1[N:3]=[C:4]([N:13]2[CH:17]=[CH:16][CH:15]=[N:14]2)[C:5]([C:11]#[N:12])=[C:6]([O:18][CH2:19][CH2:20][C:21]2[CH:26]=[CH:25][CH:24]=[CH:23][N:22]=2)[N:7]=1. Given the reactants [NH2:1][C:2]1[N:7]=[C:6](S(C)=O)[C:5]([C:11]#[N:12])=[C:4]([N:13]2[CH:17]=[CH:16][CH:15]=[N:14]2)[N:3]=1.[OH:18][CH2:19][CH2:20][C:21]1[CH:26]=[CH:25][CH:24]=[CH:23][N:22]=1.C1CCN2C(=NCCC2)CC1, predict the reaction product. (8) Given the reactants [CH3:1][N:2]([CH3:30])[CH2:3][CH2:4][NH:5][C:6]([C:8]1[C:21]2[C:12](=[N:13][C:14]3[C:19]([N:20]=2)=[C:18]2[CH:22]=[CH:23][CH:24]=[C:25]([O:26][CH3:27])[C:17]2=[CH:16][CH:15]=3)[CH:11]=[CH:10][C:9]=1[O:28]C)=[O:7].B(Br)(Br)Br.C(=O)([O-])[O-].[Na+].[Na+].[Cl-].[Na+], predict the reaction product. The product is: [CH3:30][N:2]([CH3:1])[CH2:3][CH2:4][NH:5][C:6]([C:8]1[C:21]2[C:12](=[N:13][C:14]3[C:19]([N:20]=2)=[C:18]2[CH:22]=[CH:23][CH:24]=[C:25]([O:26][CH3:27])[C:17]2=[CH:16][CH:15]=3)[CH:11]=[CH:10][C:9]=1[OH:28])=[O:7].